From a dataset of Full USPTO retrosynthesis dataset with 1.9M reactions from patents (1976-2016). Predict the reactants needed to synthesize the given product. Given the product [CH3:1][O:2][C:3]([N:5]1[C@H:13]2[C@H:8]([C@:9]([O:23][C:24](=[O:30])[CH2:25][CH2:26][CH2:27][CH2:28][CH3:29])([C:14]#[C:15][C:16]3[CH:17]=[C:18]([CH3:22])[CH:19]=[CH:20][CH:21]=3)[CH2:10][CH2:11][CH2:12]2)[CH2:7][CH2:6]1)=[O:4], predict the reactants needed to synthesize it. The reactants are: [CH3:1][O:2][C:3]([N:5]1[C@@H:13]2[C@@H:8]([C@@:9]([OH:23])([C:14]#[C:15][C:16]3[CH:17]=[C:18]([CH3:22])[CH:19]=[CH:20][CH:21]=3)[CH2:10][CH2:11][CH2:12]2)[CH2:7][CH2:6]1)=[O:4].[C:24](O)(=[O:30])[CH2:25][CH2:26][CH2:27][CH2:28][CH3:29].